Predict the product of the given reaction. From a dataset of Forward reaction prediction with 1.9M reactions from USPTO patents (1976-2016). (1) Given the reactants CN.[CH3:3][N:4](C(ON1N=NC2C=CC=CC1=2)=[N+](C)C)C.[B-](F)(F)(F)F.[Cl:25][C:26]1[CH:31]=[CH:30][C:29]([CH2:32][CH2:33][C:34](O)=[O:35])=[CH:28][C:27]=1[CH2:37][OH:38], predict the reaction product. The product is: [Cl:25][C:26]1[CH:31]=[CH:30][C:29]([CH2:32][CH2:33][C:34]([NH:4][CH3:3])=[O:35])=[CH:28][C:27]=1[CH2:37][OH:38]. (2) The product is: [O:23]1[CH2:22][CH2:21][N:20]([C:18]([C:15]2[CH:14]=[CH:13][C:12]([C:9]3[CH:10]=[CH:11][C:6]4[N:7]([C:3]([C:1]#[C:2][C:27]5[C:35]6[C:30](=[N:31][CH:32]=[C:33]([C:36]([F:39])([F:38])[F:37])[CH:34]=6)[NH:29][CH:28]=5)=[CH:4][N:5]=4)[N:8]=3)=[CH:17][CH:16]=2)=[O:19])[CH2:25][CH2:24]1. Given the reactants [C:1]([C:3]1[N:7]2[N:8]=[C:9]([C:12]3[CH:17]=[CH:16][C:15]([C:18]([N:20]4[CH2:25][CH2:24][O:23][CH2:22][CH2:21]4)=[O:19])=[CH:14][CH:13]=3)[CH:10]=[CH:11][C:6]2=[N:5][CH:4]=1)#[CH:2].I[C:27]1[C:35]2[C:30](=[N:31][CH:32]=[C:33]([C:36]([F:39])([F:38])[F:37])[CH:34]=2)[NH:29][CH:28]=1, predict the reaction product. (3) Given the reactants FC1[CH:3]=[C:4]2[C:8](=CC=1)[NH:7][C:6](=[O:11])[CH2:5]2.C[C:13]1(C)[C:17](C(O)=O)=[CH:16][NH:15][CH:14]1/[CH:21]=[C:22]1\[C:23](=[O:32])[NH:24][C:25]2[C:30]\1=[CH:29][C:28]([F:31])=[CH:27][CH:26]=2.CN(C([O:41]N1N=NC2C=CC=NC1=2)=[N+](C)C)C.F[P-](F)(F)(F)(F)F.[CH3:58][CH2:59][N:60](C(C)C)[CH:61]([CH3:63])[CH3:62], predict the reaction product. The product is: [CH3:5][CH:4]1[CH:8]([N:60]2[CH:61]([CH3:63])[CH2:62][O:41][CH2:58][CH2:59]2)[N:7]([C:6](/[C:21](/[C:14]2[NH:15][CH:16]=[CH:17][CH:13]=2)=[C:22]2\[C:23](=[O:32])[NH:24][C:25]3[C:30]\2=[CH:29][C:28]([F:31])=[CH:27][CH:26]=3)=[O:11])[CH2:3]1. (4) Given the reactants [C:1]([O:5][C:6]([NH:8][C:9]1([CH2:32][CH3:33])[CH2:14][CH2:13][CH:12]([O:15][C:16]2[C:27]3[C:26]4[C@@H:25]([CH2:28][C:29]([OH:31])=O)[CH2:24][CH2:23][C:22]=4[S:21][C:20]=3[N:19]=[CH:18][N:17]=2)[CH2:11][CH2:10]1)=[O:7])([CH3:4])([CH3:3])[CH3:2].C1C=CC2N(O)N=[N:40]C=2C=1.CCN=C=NCCCN(C)C.[NH4+].[Cl-], predict the reaction product. The product is: [C:29]([CH2:28][C@H:25]1[CH2:24][CH2:23][C:22]2[S:21][C:20]3[N:19]=[CH:18][N:17]=[C:16]([O:15][CH:12]4[CH2:13][CH2:14][C:9]([NH:8][C:6](=[O:7])[O:5][C:1]([CH3:2])([CH3:4])[CH3:3])([CH2:32][CH3:33])[CH2:10][CH2:11]4)[C:27]=3[C:26]1=2)(=[O:31])[NH2:40]. (5) Given the reactants [Br:1][C:2]1[CH:3]=[C:4]([CH:10]=[C:11]([N+:13]([O-])=O)[CH:12]=1)[C:5]([O:7][CH2:8][CH3:9])=[O:6].[Sn](Cl)Cl, predict the reaction product. The product is: [NH2:13][C:11]1[CH:10]=[C:4]([CH:3]=[C:2]([Br:1])[CH:12]=1)[C:5]([O:7][CH2:8][CH3:9])=[O:6].